This data is from Full USPTO retrosynthesis dataset with 1.9M reactions from patents (1976-2016). The task is: Predict the reactants needed to synthesize the given product. (1) Given the product [C:11]([O:15][C:16](=[O:24])[NH:17][CH2:18][C:19]1([CH:22]=[O:23])[CH2:20][CH2:21]1)([CH3:12])([CH3:14])[CH3:13], predict the reactants needed to synthesize it. The reactants are: C(Cl)(=O)C(Cl)=O.CS(C)=O.[C:11]([O:15][C:16](=[O:24])[NH:17][CH2:18][C:19]1([CH2:22][OH:23])[CH2:21][CH2:20]1)([CH3:14])([CH3:13])[CH3:12].CCN(CC)CC. (2) Given the product [C:11]([C:15]1[CH:35]=[CH:34][C:18]([C:19]([NH:21][C:22](=[S:33])[NH:9][C:3]2[CH:4]=[C:5]([CH3:8])[CH:6]=[CH:7][C:2]=2[Cl:1])=[O:20])=[CH:17][CH:16]=1)([CH3:14])([CH3:12])[CH3:13], predict the reactants needed to synthesize it. The reactants are: [Cl:1][C:2]1[CH:7]=[CH:6][C:5]([CH3:8])=[CH:4][C:3]=1[NH2:9].Cl.[C:11]([C:15]1[CH:35]=[CH:34][C:18]([C:19]([NH:21][C:22](=[S:33])NC2C=CC(NC)=CC=2Cl)=[O:20])=[CH:17][CH:16]=1)([CH3:14])([CH3:13])[CH3:12]. (3) Given the product [CH2:12]([O:14][C:15](=[O:27])[CH:16]=[CH:17][C:18]1[CH:19]=[CH:20][C:21]([NH2:24])=[CH:22][CH:23]=1)[CH3:13], predict the reactants needed to synthesize it. The reactants are: [N+](C1C=CC(C=O)=CC=1)([O-])=O.[CH2:12]([O:14][C:15](=[O:27])[CH:16]=[CH:17][C:18]1[CH:23]=[CH:22][C:21]([N+:24]([O-])=O)=[CH:20][CH:19]=1)[CH3:13]. (4) Given the product [CH3:2][C:3]1[N:4]=[C:5]([C:13]2[CH:14]=[CH:15][CH:16]=[CH:17][CH:18]=2)[N:6]2[C:11]=1[CH:10]=[N:9][C:8]([NH:12][C:20]1[CH:21]=[C:22]([CH2:26][CH2:27][OH:28])[CH:23]=[CH:24][CH:25]=1)=[N:7]2, predict the reactants needed to synthesize it. The reactants are: Cl.[CH3:2][C:3]1[N:4]=[C:5]([C:13]2[CH:18]=[CH:17][CH:16]=[CH:15][CH:14]=2)[N:6]2[C:11]=1[CH:10]=[N:9][C:8]([NH2:12])=[N:7]2.Br[C:20]1[CH:21]=[C:22]([CH2:26][CH2:27][OH:28])[CH:23]=[CH:24][CH:25]=1.C1C=CC(P(C2C=CC3C(=CC=CC=3)C=2C2C3C(=CC=CC=3)C=CC=2P(C2C=CC=CC=2)C2C=CC=CC=2)C2C=CC=CC=2)=CC=1.CC(C)([O-])C.[Na+]. (5) Given the product [C:1]([N:8]1[CH2:13][CH2:12][C@@H:11]([NH:14][S:15]([CH2:18][CH3:19])(=[O:17])=[O:16])[C@H:10]([CH2:20][O:21][C:22]2[CH:27]=[CH:26][C:25]([N:28]3[CH:32]=[CH:31][CH:30]=[N:29]3)=[CH:24][CH:23]=2)[CH2:9]1)(=[O:35])[CH3:2], predict the reactants needed to synthesize it. The reactants are: [CH2:1]([N:8]1[CH2:13][CH2:12][C@@H:11]([NH:14][S:15]([CH2:18][CH3:19])(=[O:17])=[O:16])[C@H:10]([CH2:20][O:21][C:22]2[CH:27]=[CH:26][C:25]([N:28]3[CH:32]=[CH:31][CH:30]=[N:29]3)=[CH:24][CH:23]=2)[CH2:9]1)[C:2]1C=CC=CC=1.CC(O)=[O:35]. (6) The reactants are: [OH:1][C:2]1[CH:9]=[CH:8][CH:7]=[CH:6][C:3]=1[CH2:4][OH:5].Br[CH2:11][CH2:12][CH2:13][CH2:14][CH2:15][C:16]1[CH:21]=[CH:20][CH:19]=[CH:18][CH:17]=1.C(=O)([O-])[O-].[K+].[K+]. Given the product [C:16]1([CH2:15][CH2:14][CH2:13][CH2:12][CH2:11][O:1][C:2]2[CH:9]=[CH:8][CH:7]=[CH:6][C:3]=2[CH2:4][OH:5])[CH:21]=[CH:20][CH:19]=[CH:18][CH:17]=1, predict the reactants needed to synthesize it.